The task is: Predict the reaction yield, written as a fraction of the theoretical maximum amount of product (1.0 means a 100% yield; for example, 0.34 means a 34% yield).. This data is from Reaction yield outcomes from USPTO patents with 853,638 reactions. (1) The reactants are [C:1]([C:3]1[C:8]([C:9]([O:11]C)=O)=[C:7]([NH:13][C:14]2[CH:15]=[C:16]([CH3:20])[CH:17]=[CH:18][CH:19]=2)[N:6]=[C:5]([N:21]2[CH2:26][CH2:25][N:24]([CH2:27][CH3:28])[CH2:23][CH2:22]2)[N:4]=1)#[N:2]. The catalyst is [Pd].CCO.Cl. The product is [CH2:27]([N:24]1[CH2:23][CH2:22][N:21]([C:5]2[N:6]=[C:7]([NH:13][C:14]3[CH:15]=[C:16]([CH3:20])[CH:17]=[CH:18][CH:19]=3)[C:8]3[C:9](=[O:11])[NH:2][CH2:1][C:3]=3[N:4]=2)[CH2:26][CH2:25]1)[CH3:28]. The yield is 0.430. (2) The reactants are [C:1]([O:5][C:6]([NH:8][NH:9][C@H:10]([C:14]([CH3:17])([CH3:16])[CH3:15])[CH2:11][CH2:12][CH3:13])=[O:7])([CH3:4])([CH3:3])[CH3:2].C([O-])([O-])=O.[K+].[K+].[CH3:24][C:25]1[CH:26]=[C:27]([CH:31]=[C:32]([CH3:34])[CH:33]=1)[C:28](Cl)=[O:29]. The catalyst is C(Cl)Cl.O. The product is [C:1]([O:5][C:6]([NH:8][N:9]([C@H:10]([C:14]([CH3:16])([CH3:15])[CH3:17])[CH2:11][CH2:12][CH3:13])[C:28](=[O:29])[C:27]1[CH:31]=[C:32]([CH3:34])[CH:33]=[C:25]([CH3:24])[CH:26]=1)=[O:7])([CH3:4])([CH3:3])[CH3:2]. The yield is 0.195. (3) The reactants are CN(C)C=O.[NH2:6][CH2:7][CH2:8][O:9][CH2:10][CH2:11][O:12][CH2:13][CH2:14][O:15][CH2:16][CH2:17][NH:18][C:19](=[O:27])[CH2:20][CH2:21][CH2:22][CH2:23][C:24]([OH:26])=[O:25].[Br:28][CH2:29][C:30](Br)=[O:31].C(N(CC)C(C)C)(C)C. The catalyst is C(O)=O.O. The product is [Br:28][CH2:29][C:30](=[O:31])[NH:6][CH2:7][CH2:8][O:9][CH2:10][CH2:11][O:12][CH2:13][CH2:14][O:15][CH2:16][CH2:17][NH:18][C:19](=[O:27])[CH2:20][CH2:21][CH2:22][CH2:23][C:24]([OH:26])=[O:25]. The yield is 0.270.